Dataset: Full USPTO retrosynthesis dataset with 1.9M reactions from patents (1976-2016). Task: Predict the reactants needed to synthesize the given product. (1) Given the product [CH2:1]([O:5][C:6](=[O:9])[CH:7]=[CH2:8])[CH2:2][CH2:3][CH3:4].[CH2:10]=[CH:11][C:12]1[CH:17]=[CH:16][CH:15]=[CH:14][CH:13]=1, predict the reactants needed to synthesize it. The reactants are: [CH2:1]([O:5][C:6](=[O:9])[CH:7]=[CH2:8])[CH2:2][CH2:3][CH3:4].[CH2:10]=[CH:11][C:12]1[CH:17]=[CH:16][CH:15]=[CH:14][CH:13]=1.[K].S(OOS([O-])(=O)=O)([O-])(=O)=O.[K+].[K+]. (2) Given the product [CH2:22]([O:21][CH:19]([O:18][CH:9]([CH:6]1[CH2:7][CH2:8][C:3]([N:2]([CH3:26])[CH3:1])([C:24]2[CH:31]=[CH:32][CH:27]=[CH:28][CH:29]=2)[CH2:4][CH2:5]1)[CH2:10][O:11][C:12]1[CH:17]=[CH:16][CH:15]=[CH:14][CH:13]=1)[CH3:20])[CH3:23], predict the reactants needed to synthesize it. The reactants are: [CH3:1][N:2]([CH3:26])[C:3]1([C:24]#N)[CH2:8][CH2:7][CH:6]([CH:9]([O:18][CH:19]([O:21][CH2:22][CH3:23])[CH3:20])[CH2:10][O:11][C:12]2[CH:17]=[CH:16][CH:15]=[CH:14][CH:13]=2)[CH2:5][CH2:4]1.[C:27]1([Mg]Cl)[CH:32]=[CH:31]C=[CH:29][CH:28]=1.[Cl-].[NH4+].O.